Dataset: Forward reaction prediction with 1.9M reactions from USPTO patents (1976-2016). Task: Predict the product of the given reaction. Given the reactants [CH3:1][N:2]([CH3:43])[CH2:3][CH2:4][N:5]1[CH:9]=[C:8]([NH:10][C:11]2[N:12]=[C:13]([O:28][C:29]3[CH:30]=[C:31]([NH:35]C(=O)OC(C)(C)C)[CH:32]=[CH:33][CH:34]=3)[C:14]3[CH:19]=[CH:18][N:17]([CH2:20][O:21]CC[Si](C)(C)C)[C:15]=3[N:16]=2)[CH:7]=[N:6]1.C(O)(C(F)(F)F)=O, predict the reaction product. The product is: [NH2:35][C:31]1[CH:30]=[C:29]([CH:34]=[CH:33][CH:32]=1)[O:28][C:13]1[C:14]2[CH:19]=[CH:18][N:17]([CH2:20][OH:21])[C:15]=2[N:16]=[C:11]([NH:10][C:8]2[CH:7]=[N:6][N:5]([CH2:4][CH2:3][N:2]([CH3:43])[CH3:1])[CH:9]=2)[N:12]=1.